This data is from Forward reaction prediction with 1.9M reactions from USPTO patents (1976-2016). The task is: Predict the product of the given reaction. (1) Given the reactants [Li]CCCC.[OH:6][CH2:7]/[CH:8]=[C:9](/[CH2:11][CH2:12]/[CH:13]=[C:14](\[CH2:16][CH2:17][CH:18]=[C:19]([CH3:21])[CH3:20])/[CH3:15])\[CH3:10].[CH3:22][C:23]([O:26][C:27](O[C:27]([O:26][C:23]([CH3:25])([CH3:24])[CH3:22])=[O:28])=[O:28])([CH3:25])[CH3:24], predict the reaction product. The product is: [C:27](=[O:28])([O:26][C:23]([CH3:25])([CH3:24])[CH3:22])[O:6][CH2:7]/[CH:8]=[C:9](/[CH2:11][CH2:12]/[CH:13]=[C:14](\[CH2:16][CH2:17][CH:18]=[C:19]([CH3:21])[CH3:20])/[CH3:15])\[CH3:10]. (2) Given the reactants [C:1]([C:5]1[CH:10]=[CH:9][C:8]([C:11]2[C:12](=[O:18])[CH2:13][CH2:14][C:15]=2OC)=[CH:7][CH:6]=1)([CH3:4])([CH3:3])[CH3:2].P(Br)(Br)[Br:20], predict the reaction product. The product is: [Br:20][C:15]1[CH2:14][CH2:13][C:12](=[O:18])[C:11]=1[C:8]1[CH:9]=[CH:10][C:5]([C:1]([CH3:4])([CH3:3])[CH3:2])=[CH:6][CH:7]=1. (3) Given the reactants [Cl:1][C:2]1[N:7]=[C:6](Cl)[C:5]([N+:9]([O-:11])=[O:10])=[CH:4][N:3]=1.COCC[C:16]1[CH:21]=[CH:20][C:19]([NH2:22])=[CH:18][CH:17]=1.[O:23]1[CH2:28]C[O:26][CH2:25][CH2:24]1, predict the reaction product. The product is: [Cl:1][C:2]1[N:7]=[C:6]([NH:22][C:19]2[CH:18]=[CH:17][C:16]([O:26][CH2:25][CH2:24][O:23][CH3:28])=[CH:21][CH:20]=2)[C:5]([N+:9]([O-:11])=[O:10])=[CH:4][N:3]=1.